The task is: Predict the reaction yield, written as a fraction of the theoretical maximum amount of product (1.0 means a 100% yield; for example, 0.34 means a 34% yield).. This data is from Reaction yield outcomes from USPTO patents with 853,638 reactions. (1) The reactants are [Si]([O:8][CH2:9][CH2:10][CH2:11][O:12][C:13]1[CH:18]=[CH:17][C:16]([C:19]2[CH:24]=[CH:23][C:22]([C:25]([O:27][CH2:28][CH3:29])=[O:26])=[CH:21][CH:20]=2)=[CH:15][C:14]=1[C:30]1[CH:35]=[CH:34][C:33]([N:36]([CH2:39][CH3:40])[CH2:37][CH3:38])=[C:32]([CH2:41][CH3:42])[CH:31]=1)(C(C)(C)C)(C)C.[F-].C([N+](CCCC)(CCCC)CCCC)CCC. The catalyst is O1CCCC1. The product is [CH2:39]([N:36]([CH2:37][CH3:38])[C:33]1[CH:34]=[CH:35][C:30]([C:14]2[CH:15]=[C:16]([C:19]3[CH:20]=[CH:21][C:22]([C:25]([O:27][CH2:28][CH3:29])=[O:26])=[CH:23][CH:24]=3)[CH:17]=[CH:18][C:13]=2[O:12][CH2:11][CH2:10][CH2:9][OH:8])=[CH:31][C:32]=1[CH2:41][CH3:42])[CH3:40]. The yield is 0.520. (2) The reactants are S(=O)(=O)(O)O.[BH4-].[Na+].[CH2:8]([O:15][C:16]([C@@H:18]1[CH2:23][CH2:22][C:21](=[N:24][O:25][CH2:26][C:27]2[CH:32]=[CH:31][CH:30]=[CH:29][CH:28]=2)[CH2:20][NH:19]1)=[O:17])[C:9]1[CH:14]=[CH:13][CH:12]=[CH:11][CH:10]=1.C12(CS(O)(=O)=O)C(C)(C)C(CC1)CC2=O. The catalyst is O1CCCC1. The product is [CH2:8]([O:15][C:16]([C@@H:18]1[CH2:23][CH2:22][C@@H:21]([NH:24][O:25][CH2:26][C:27]2[CH:32]=[CH:31][CH:30]=[CH:29][CH:28]=2)[CH2:20][NH:19]1)=[O:17])[C:9]1[CH:10]=[CH:11][CH:12]=[CH:13][CH:14]=1. The yield is 0.740. (3) The reactants are [I:1]N1C(C)(C)COC1=O.[CH:10]1[CH2:15][CH2:14][CH2:13][CH2:12][CH:11]=1.[CH3:16][C:17]([OH:19])=[O:18]. The catalyst is O. The product is [C:17]([O:19][C@@H:10]1[CH2:15][CH2:14][CH2:13][CH2:12][C@H:11]1[I:1])(=[O:18])[CH3:16]. The yield is 0.830. (4) The reactants are [Br:1][C:2]1[CH:7]=[C:6]([NH2:8])[C:5]([NH2:9])=[C:4]([N+:10]([O-:12])=[O:11])[CH:3]=1.O.C([O-])([O-])=O.[Na+].[Na+].[C:20](O)(=O)[CH:21]([CH3:23])[CH3:22]. No catalyst specified. The product is [Br:1][C:2]1[CH:3]=[C:4]([N+:10]([O-:12])=[O:11])[C:5]2[N:9]=[C:20]([CH:21]([CH3:23])[CH3:22])[NH:8][C:6]=2[CH:7]=1. The yield is 0.770. (5) The reactants are [CH3:1][C:2]1([CH3:18])[C:6]([CH3:8])([CH3:7])[O:5][B:4]([C:9]2[CH:17]=[C:16]3[C:12](C=N[NH:15]3)=[CH:11][CH:10]=2)[O:3]1.BrC1C=CC2[O:27][CH:26]=NC=2C=1. No catalyst specified. The product is [CH3:1][C:2]1([CH3:18])[C:6]([CH3:8])([CH3:7])[O:5][B:4]([C:9]2[CH:10]=[CH:11][C:12]3[O:27][CH:26]=[N:15][C:16]=3[CH:17]=2)[O:3]1. The yield is 0.930. (6) The reactants are Br[C:2]1[N:3]=[C:4]([CH:7]([O:20][Si:21]([C:24]([CH3:27])([CH3:26])[CH3:25])([CH3:23])[CH3:22])[CH2:8][CH2:9][CH2:10][CH2:11][CH2:12][CH2:13][C:14]2[CH:19]=[CH:18][CH:17]=[CH:16][CH:15]=2)[O:5][CH:6]=1.C([Sn](CCCC)(CCCC)[C:33]1[CH:38]=[CH:37][CH:36]=[CH:35][N:34]=1)CCC. The yield is 0.830. The product is [Si:21]([O:20][CH:7]([C:4]1[O:5][CH:6]=[C:2]([C:33]2[CH:38]=[CH:37][CH:36]=[CH:35][N:34]=2)[N:3]=1)[CH2:8][CH2:9][CH2:10][CH2:11][CH2:12][CH2:13][C:14]1[CH:19]=[CH:18][CH:17]=[CH:16][CH:15]=1)([C:24]([CH3:27])([CH3:26])[CH3:25])([CH3:23])[CH3:22]. No catalyst specified. (7) The reactants are [CH:1]([S:4]([C:7]1[N:8]=[CH:9][C:10](N)=[N:11][CH:12]=1)(=[O:6])=[O:5])([CH3:3])[CH3:2].[BrH:14].BrBr.N([O-])=O.[Na+].C([O-])(O)=O.[Na+]. The catalyst is C(O)(=O)C.O. The product is [Br:14][C:10]1[CH:9]=[N:8][C:7]([S:4]([CH:1]([CH3:3])[CH3:2])(=[O:6])=[O:5])=[CH:12][N:11]=1. The yield is 0.440. (8) The product is [CH3:18][N:17]([CH2:16][C@H:14]1[CH2:15][C@H:12]([O:11][C:12]2[CH:15]=[CH:3][C:2]([CH2:5][N:17]3[CH2:31][CH2:29][CH2:14][CH2:16]3)=[CH:1][CH:13]=2)[CH2:13]1)[C:19](=[O:20])[O:21][C:22]([CH3:25])([CH3:24])[CH3:23]. The yield is 0.960. The catalyst is CS(C)=O.[Br-].C([N+](CCCC)(CCCC)CCCC)CCC. The reactants are [CH3:1][C:2]([CH3:5])([O-])[CH3:3].[K+].CS([O:11][C@H:12]1[CH2:15][C@@H:14]([CH2:16][N:17]([C:19]([O:21][C:22]([CH3:25])([CH3:24])[CH3:23])=[O:20])[CH3:18])[CH2:13]1)(=O)=O.CCO[C:29]([CH3:31])=O.